From a dataset of Experimentally validated miRNA-target interactions with 360,000+ pairs, plus equal number of negative samples. Binary Classification. Given a miRNA mature sequence and a target amino acid sequence, predict their likelihood of interaction. (1) The miRNA is hsa-miR-1276 with sequence UAAAGAGCCCUGUGGAGACA. The protein sequence of the target gene is MGEVEAPGRLWLESPPGGAPPIFLPSDGQALVLGRGPLTQVTDRKCSRTQVELVADPETRTVAVKQLGVNPSTTGTQELKPGLEGSLGVGDTLYLVNGLHPLTLRWEETRTPESQPDTPPGTPLVSQDEKRDAELPKKRMRKSNPGWENLEKLLVFTAAGVKPQGKVAGFDLDGTLITTRSGKVFPTGPSDWRILYPEIPRKLRELEAEGYKLVIFTNQMSIGRGKLPAEEFKAKVEAVVEKLGVPFQVLVATHAGLYRKPVTGMWDHLQEQANDGTPISIGDSIFVGDAAGRPANWAPG.... Result: 0 (no interaction). (2) Result: 0 (no interaction). The miRNA is hsa-miR-4728-3p with sequence CAUGCUGACCUCCCUCCUGCCCCAG. The protein sequence of the target gene is MPRLDDHLWRGPCAKGTKHRSHPRASARGLVAKAGEMINSSGSGPSLLAAHGALGTDPAHGPQSAGVGGQGSSSHVNSWHHHLVQRSLVLFSVGVVLALVLNLLQVQRNVTLFPDEVIATIFSSAWWVPPCCGTAAAVVGLLYPCIDSHLGEPHKFKREWASVMRCVAVFVGINHASAKLDFANNVQLSLTLAALSLGLWWTFDRSRSGLGLGITIAFLATLITQLLVYNGVYQYTSPDFLYIRSWLPCIFFSGGVTVGNIGRQLAMGVPEKPHSD. (3) The miRNA is mmu-miR-1895 with sequence CCCCCGAGGAGGACGAGGAGGA. The protein sequence of the target gene is MSSGALLPKPQMRGLLAKRLRVHIAGAFIVALGVAAAYKFGVAEPRKKAYAEFYRNYDSMKDFEEMRKAGIFQSAK. Result: 0 (no interaction). (4) The miRNA is hsa-miR-6771-5p with sequence CUCGGGAGGGCAUGGGCCAGGC. The protein sequence of the target gene is MERVSGLLSWTLSRVLWLSGFSEHGAAWQPRIMEEKALEVYDLIRTIRDPEKPNTLEELEVVTESCVEVQEINEDDYLVIIKFTPTVPHCSLATLIGLCLRVKLQRCLPFKHKLEIYISEGTHSTEEDINKQINDKERVAAAMENPNLREIVEQCVLEPD. Result: 0 (no interaction). (5) The miRNA is hsa-miR-6840-3p with sequence GCCCAGGACUUUGUGCGGGGUG. The protein sequence of the target gene is MSKLSQPATTPGVNGISVIHTQAHASGLQQVPQLVPAGPGGGGKAVPPSKQSKKSSPMDRNSDEYRQRRERNNMAVKKSRLKSKQKAQDTLQRVNQLKEENERLEAKIKLLTKELSVLKDLFLEHAHSLADNVQPISTETTATNSDNPGQ. Result: 0 (no interaction).